This data is from Forward reaction prediction with 1.9M reactions from USPTO patents (1976-2016). The task is: Predict the product of the given reaction. (1) Given the reactants [CH3:1][O:2][C:3]([C:5]1[C:10]([NH2:11])=[N:9][C:8](Cl)=[C:7]([Cl:13])[N:6]=1)=[O:4].[CH3:14][O:15][C:16]([C:18]1[C:23]([NH2:24])=[N:22][C:21](Cl)=[C:20]([Br:26])[N:19]=1)=[O:17].[CH3:27][O:28][CH2:29][CH2:30][NH2:31].CCN(CC)CC, predict the reaction product. The product is: [CH3:14][O:15][C:16]([C:18]1[C:23]([NH2:24])=[N:22][C:21]([NH:6][CH2:5][CH2:3][O:2][CH3:1])=[C:20]([Br:26])[N:19]=1)=[O:17].[CH3:1][O:2][C:3]([C:5]1[C:10]([NH2:11])=[N:9][C:8]([NH:31][CH2:30][CH2:29][O:28][CH3:27])=[C:7]([Cl:13])[N:6]=1)=[O:4]. (2) The product is: [N:3]1[CH:4]=[CH:5][C:6]([O:8][C:9]2[CH:10]=[C:11]3[C:16](=[CH:17][CH:18]=2)[N:15]=[CH:14][C:13]([C:19]([OH:21])=[O:20])=[CH:12]3)=[CH:7][CH:2]=1. Given the reactants Cl[C:2]1[CH:7]=[C:6]([O:8][C:9]2[CH:10]=[C:11]3[C:16](=[CH:17][CH:18]=2)[N:15]=[CH:14][C:13]([C:19]([OH:21])=[O:20])=[CH:12]3)[CH:5]=[CH:4][N:3]=1.C(N(CC)CC)C, predict the reaction product.